Dataset: Forward reaction prediction with 1.9M reactions from USPTO patents (1976-2016). Task: Predict the product of the given reaction. (1) Given the reactants [CH:1]1([CH2:4][N:5]2[CH2:25][CH2:24][C@:12]34[C:13]5[C:14]6[O:23][C@H:11]3[C:10](=O)[CH2:9][CH2:8][C@@:7]4([OH:27])[C@H:6]2[CH2:19][C:18]=5[CH:17]=[CH:16][C:15]=6[C:20]([NH2:22])=[O:21])[CH2:3][CH2:2]1.Cl, predict the reaction product. The product is: [CH:1]1([CH2:4][N:5]2[CH2:25][CH2:24][C@@:12]34[C:13]5[C:14]([OH:23])=[C:15]([C:20]([NH2:22])=[O:21])[CH:16]=[CH:17][C:18]=5[CH2:19][C@@H:6]2[C@:7]3([OH:27])[CH2:8][CH2:9][CH2:10][CH2:11]4)[CH2:3][CH2:2]1. (2) Given the reactants FC(F)(F)C([NH:5][CH2:6][C:7]1[CH:12]=[CH:11][C:10]([F:13])=[C:9]([CH:14]2[CH2:19][CH2:18][N:17]([C:20]([C:22]3[C:30]4[C:25](=[C:26]([Cl:31])[CH:27]=[CH:28][CH:29]=4)[N:24]([CH2:32][CH2:33][O:34][C:35]([F:38])([F:37])[F:36])[CH:23]=3)=[O:21])[CH2:16][CH2:15]2)[CH:8]=1)=O.C([O-])([O-])=O.[K+].[K+], predict the reaction product. The product is: [ClH:31].[NH2:5][CH2:6][C:7]1[CH:12]=[CH:11][C:10]([F:13])=[C:9]([CH:14]2[CH2:19][CH2:18][N:17]([C:20]([C:22]3[C:30]4[C:25](=[C:26]([Cl:31])[CH:27]=[CH:28][CH:29]=4)[N:24]([CH2:32][CH2:33][O:34][C:35]([F:38])([F:36])[F:37])[CH:23]=3)=[O:21])[CH2:16][CH2:15]2)[CH:8]=1. (3) The product is: [OH:4][CH:3]([CH:2]([CH3:1])[CH2:5][CH2:6][CH2:7][CH3:8])[CH2:10][C:9]([OH:12])=[O:11]. Given the reactants [CH3:1][CH:2]([CH2:5][CH2:6][CH2:7][CH3:8])[CH:3]=[O:4].[C:9]([OH:12])(=[O:11])[CH3:10], predict the reaction product. (4) Given the reactants [CH2:1]([C:3]1[N:12]([CH2:13][CH2:14][N:15]2[CH2:20][CH2:19][N:18]([C:21]3[CH:26]=[CH:25][CH:24]=[C:23](C(F)(F)F)[CH:22]=3)[CH2:17][CH2:16]2)[C:11](=[O:31])[C:10]2[C:5](=[CH:6][CH:7]=[CH:8][CH:9]=2)[N:4]=1)[CH3:2].[CH3:32][O:33]C1C=CC=CC=1N1CCNCC1, predict the reaction product. The product is: [CH2:1]([C:3]1[N:12]([CH2:13][CH2:14][N:15]2[CH2:20][CH2:19][N:18]([C:21]3[CH:26]=[CH:25][CH:24]=[CH:23][C:22]=3[O:33][CH3:32])[CH2:17][CH2:16]2)[C:11](=[O:31])[C:10]2[C:5](=[CH:6][CH:7]=[CH:8][CH:9]=2)[N:4]=1)[CH3:2]. (5) Given the reactants C([N:8]1[C:12]2[C:13]([N:19]([CH3:21])[CH3:20])=[N:14][N:15]([CH3:18])[C:16](=[O:17])[C:11]=2[N:10]=[C:9]1[N:22]1[CH2:27][CH2:26][N:25]([C:28]([O:30][C:31]([CH3:34])([CH3:33])[CH3:32])=[O:29])[CH2:24][CH2:23]1)C1C=CC=CC=1.N.[Li].[Cl-].[NH4+], predict the reaction product. The product is: [CH3:21][N:19]([CH3:20])[C:13]1[C:12]2[NH:8][C:9]([N:22]3[CH2:23][CH2:24][N:25]([C:28]([O:30][C:31]([CH3:32])([CH3:33])[CH3:34])=[O:29])[CH2:26][CH2:27]3)=[N:10][C:11]=2[C:16](=[O:17])[N:15]([CH3:18])[N:14]=1.